This data is from Full USPTO retrosynthesis dataset with 1.9M reactions from patents (1976-2016). The task is: Predict the reactants needed to synthesize the given product. Given the product [NH2:1][C:2]1[C:3]([C:19]([NH2:21])=[O:20])=[N:4][N:5]([C:10]2[CH:15]=[CH:14][C:13]([Br:16])=[CH:12][C:11]=2[CH2:17][CH3:18])[CH:6]=1, predict the reactants needed to synthesize it. The reactants are: [NH2:1][C:2]1[C:3]([C:19]([NH2:21])=[O:20])=[N:4][N:5]([C:10]2[CH:15]=[CH:14][C:13]([Br:16])=[CH:12][C:11]=2[CH2:17][CH3:18])[C:6]=1C(O)=O.[K].P(=O)(O)(O)O.